Predict the reactants needed to synthesize the given product. From a dataset of Full USPTO retrosynthesis dataset with 1.9M reactions from patents (1976-2016). Given the product [Cl:1][C:2]1[CH:8]=[C:7]([Cl:9])[CH:6]=[CH:5][C:3]=1[NH:4][C:13]1[C:22]2[C:17](=[CH:18][C:19]3[CH:26]=[C:25]([O:27][CH3:28])[CH:24]=[CH:23][C:20]=3[CH:21]=2)[N:16]=[CH:15][C:14]=1[C:29]#[N:30], predict the reactants needed to synthesize it. The reactants are: [Cl:1][C:2]1[CH:8]=[C:7]([Cl:9])[CH:6]=[CH:5][C:3]=1[NH2:4].[H-].[Na+].Cl[C:13]1[C:22]2[C:17](=[CH:18][C:19]3[CH:26]=[C:25]([O:27][CH3:28])[CH:24]=[CH:23][C:20]=3[CH:21]=2)[N:16]=[CH:15][C:14]=1[C:29]#[N:30].